Dataset: Full USPTO retrosynthesis dataset with 1.9M reactions from patents (1976-2016). Task: Predict the reactants needed to synthesize the given product. (1) Given the product [CH3:10][O:9][C:8](=[O:11])[N:7]([CH2:6][C:5]1[CH:24]=[C:25]([C:2]([F:32])([F:31])[F:1])[CH:26]=[C:3]([C:2]([F:31])([F:1])[F:32])[CH:4]=1)[CH2:12][C:13]1[CH:18]=[C:17]([C:19]([F:22])([F:21])[F:20])[CH:16]=[CH:15][C:14]=1[C:33]#[N:34], predict the reactants needed to synthesize it. The reactants are: [F:1][C:2]([F:32])([F:31])[C:3]1[CH:4]=[C:5]([CH:24]=[C:25](C(F)(F)F)[CH:26]=1)[CH2:6][N:7]([CH2:12][C:13]1[CH:18]=[C:17]([C:19]([F:22])([F:21])[F:20])[CH:16]=[CH:15][C:14]=1I)[C:8](=[O:11])[O:9][CH3:10].[C:33]([Cu])#[N:34].[NH4+].[OH-]. (2) Given the product [N:44]1([CH:50]2[CH2:55][CH2:54][N:53]([C:56]3[S:60][C:59]([NH:61][C:24]4[N:29]=[C:28]([NH:30][C:31]5[C:36]([O:37][CH3:38])=[N:35][C:34]([P:39]([CH3:42])([CH3:41])=[O:40])=[CH:33][N:32]=5)[C:27]([Cl:43])=[CH:26][N:25]=4)=[N:58][N:57]=3)[CH2:52][CH2:51]2)[CH2:49][CH2:48][CH2:47][CH2:46][CH2:45]1, predict the reactants needed to synthesize it. The reactants are: CP(C1N=C(OC)C(N)=NC=1)(C)=O.ClC1N=C(Cl)C(Cl)=CN=1.Cl[C:24]1[N:29]=[C:28]([NH:30][C:31]2[C:36]([O:37][CH3:38])=[N:35][C:34]([P:39]([CH3:42])([CH3:41])=[O:40])=[CH:33][N:32]=2)[C:27]([Cl:43])=[CH:26][N:25]=1.[N:44]1([CH:50]2[CH2:55][CH2:54][N:53]([C:56]3[S:60][C:59]([NH2:61])=[N:58][N:57]=3)[CH2:52][CH2:51]2)[CH2:49][CH2:48][CH2:47][CH2:46][CH2:45]1.